Dataset: Forward reaction prediction with 1.9M reactions from USPTO patents (1976-2016). Task: Predict the product of the given reaction. (1) Given the reactants N(OC(C)(C)C)=O.N[C:9]1[CH:10]=[C:11]([CH:16]=[C:17]([O:20][CH3:21])[C:18]=1[Cl:19])[C:12]([O:14][CH3:15])=[O:13].[ClH:22].C([O-])(O)=O.[Na+].N, predict the reaction product. The product is: [Cl:22][C:9]1[CH:10]=[C:11]([CH:16]=[C:17]([O:20][CH3:21])[C:18]=1[Cl:19])[C:12]([O:14][CH3:15])=[O:13]. (2) Given the reactants [NH:1]1[CH2:6][CH2:5][O:4][CH2:3][CH2:2]1.C(N(CC)CC)C.[Cl:14][C:15]1[N:20]=[C:19](Cl)[C:18]([N+:22]([O-:24])=[O:23])=[C:17]([Cl:25])[N:16]=1, predict the reaction product. The product is: [Cl:14][C:15]1[N:20]=[C:19]([N:1]2[CH2:6][CH2:5][O:4][CH2:3][CH2:2]2)[C:18]([N+:22]([O-:24])=[O:23])=[C:17]([Cl:25])[N:16]=1. (3) Given the reactants [C:1]1([C:7]2[CH:8]=[CH:9][C:10]3[O:14][C:13]([CH2:15][O:16][C:17](=[O:33])[NH:18]C4C=CC(C5C=CC=CC=5)=CC=4C#N)=[CH:12][C:11]=3[CH:34]=2)[CH:6]=[CH:5][CH:4]=[CH:3][CH:2]=1.[N-]=[N+]=[N-].[Na+].[Cl-].[NH4+].C(OCC)(=O)C, predict the reaction product. The product is: [C:1]1([C:7]2[CH:8]=[CH:9][C:10]3[O:14][C:13]([CH2:15][O:16][C:17](=[O:33])[NH2:18])=[CH:12][C:11]=3[CH:34]=2)[CH:2]=[CH:3][CH:4]=[CH:5][CH:6]=1. (4) Given the reactants [OH:1][CH2:2][C:3]1[CH:8]=[CH:7][CH:6]=[C:5]([CH2:9][OH:10])[C:4]=1[Br:11].C1C=C[NH+]=CC=1.[O-][Cr](Cl)(=O)=O, predict the reaction product. The product is: [Br:11][C:4]1[C:5]([CH:9]=[O:10])=[CH:6][CH:7]=[CH:8][C:3]=1[CH:2]=[O:1]. (5) Given the reactants [Cl:1][C:2]1[CH:3]=[CH:4][C:5]2[NH:11][C:10](=[N:12][NH2:13])[C@@H:9]([CH2:14][C:15]([O:17][CH2:18][CH3:19])=[O:16])[O:8][C@H:7]([C:20]3[CH:25]=[CH:24][CH:23]=[C:22]([O:26][CH3:27])[C:21]=3[O:28][CH3:29])[C:6]=2[CH:30]=1.[CH3:31][O:32][CH2:33][C:34](Cl)=[O:35].C(=O)(O)[O-].[Na+], predict the reaction product. The product is: [Cl:1][C:2]1[CH:3]=[CH:4][C:5]2[NH:11][C:10](=[N:12][NH:13][C:34](=[O:35])[CH2:33][O:32][CH3:31])[C@@H:9]([CH2:14][C:15]([O:17][CH2:18][CH3:19])=[O:16])[O:8][C@H:7]([C:20]3[CH:25]=[CH:24][CH:23]=[C:22]([O:26][CH3:27])[C:21]=3[O:28][CH3:29])[C:6]=2[CH:30]=1. (6) Given the reactants [C:1]([NH:4][C:5]1[CH:14]=[CH:13][C:12]2[C:7](=[CH:8][CH:9]=[C:10]([CH2:15]Br)[CH:11]=2)[N:6]=1)(=[O:3])[CH3:2].[C-:17]#[N:18].[Na+], predict the reaction product. The product is: [C:1]([NH:4][C:5]1[CH:14]=[CH:13][C:12]2[C:7](=[CH:8][CH:9]=[C:10]([CH2:15][C:17]#[N:18])[CH:11]=2)[N:6]=1)(=[O:3])[CH3:2]. (7) Given the reactants [CH3:1][O:2][C:3](=[O:33])[CH2:4][C@H:5]1[C:9]2[CH:10]=[CH:11][C:12]([O:14][C@H:15]3[C:23]4[C:18](=[C:19](B5OC(C)(C)C(C)(C)O5)[CH:20]=[CH:21][CH:22]=4)[CH2:17][CH2:16]3)=[CH:13][C:8]=2[O:7][CH2:6]1.Br[C:35]1[CH:40]=[CH:39][CH:38]=[C:37]([O:41][CH3:42])[C:36]=1[CH3:43], predict the reaction product. The product is: [CH3:1][O:2][C:3](=[O:33])[CH2:4][C@H:5]1[C:9]2[CH:10]=[CH:11][C:12]([O:14][C@H:15]3[C:23]4[C:18](=[C:19]([C:35]5[CH:40]=[CH:39][CH:38]=[C:37]([O:41][CH3:42])[C:36]=5[CH3:43])[CH:20]=[CH:21][CH:22]=4)[CH2:17][CH2:16]3)=[CH:13][C:8]=2[O:7][CH2:6]1. (8) Given the reactants [C:1]([CH2:3][NH:4][C:5]([C:7]1[C:15]2[C:10](=[N:11][CH:12]=[C:13]([CH:16]3[CH2:18][CH2:17]3)[N:14]=2)[N:9](COCC[Si](C)(C)C)[CH:8]=1)=[O:6])#[N:2].FC(F)(F)C(O)=[O:30], predict the reaction product. The product is: [C:1]([CH2:3][NH:4][C:5]([C:7]1[C:15]2[C:10](=[N:11][CH:12]=[C:13]([CH:16]3[CH2:18][CH2:17]3)[N:14]=2)[NH:9][CH:8]=1)=[O:6])(=[O:30])[NH2:2].